Dataset: Full USPTO retrosynthesis dataset with 1.9M reactions from patents (1976-2016). Task: Predict the reactants needed to synthesize the given product. (1) The reactants are: [CH3:1][O:2][C:3](=[O:22])[CH2:4][C:5]1[CH:10]=[C:9]([CH:11]=[O:12])[C:8]([O:13][CH2:14][C:15]2[CH:20]=[CH:19][CH:18]=[CH:17][CH:16]=2)=[C:7]([Br:21])[CH:6]=1.[CH2:23]=[O:24].C[C:26](C)([O-:28])C.[K+].Cl. Given the product [CH3:1][O:2][C:3](=[O:22])[C:4]([C:5]1[CH:10]=[C:9]([CH:11]=[O:12])[C:8]([O:13][CH2:14][C:15]2[CH:20]=[CH:19][CH:18]=[CH:17][CH:16]=2)=[C:7]([Br:21])[CH:6]=1)([CH2:26][OH:28])[CH2:23][OH:24], predict the reactants needed to synthesize it. (2) The reactants are: [CH3:1][C:2]1[CH:7]=[CH:6][C:5]([OH:8])=[CH:4][CH:3]=1.[CH2:9](O)[C:10]#[CH:11]. Given the product [CH3:1][C:2]1[CH:7]=[CH:6][C:5]([O:8][CH2:11][C:10]#[CH:9])=[CH:4][CH:3]=1, predict the reactants needed to synthesize it. (3) Given the product [N:35]1([C:2]2[CH:27]=[CH:26][C:5]([C:6]([NH2:8])=[O:7])=[CH:4][N:3]=2)[CH2:40][CH2:39][NH:38][CH2:37][CH2:36]1, predict the reactants needed to synthesize it. The reactants are: Cl[C:2]1[CH:27]=[CH:26][C:5]([C:6]([NH:8]C2C=CC(Cl)=C(NC(=O)C3C=CC=C(Cl)C=3)C=2)=[O:7])=[CH:4][N:3]=1.C([N:35]1[CH2:40][CH2:39][NH:38][CH2:37][CH2:36]1)(OC(C)(C)C)=O.C(O)(C(F)(F)F)=O. (4) Given the product [NH2:14][C:2]1[CH:7]=[C:6]([NH:8][CH2:9][CH3:10])[CH:5]=[CH:4][N:3]=1, predict the reactants needed to synthesize it. The reactants are: Cl[C:2]1[CH:7]=[C:6]([NH:8][CH2:9][CH3:10])[CH:5]=[CH:4][N:3]=1.C([NH2:14])CC. (5) Given the product [C:7]([C:9]1[CH:14]=[CH:13][CH:12]=[CH:11][CH:10]=1)(=[O:8])[CH3:6], predict the reactants needed to synthesize it. The reactants are: CCOC([CH2:6][C:7]([C:9]1[CH:14]=[CH:13][CH:12]=[CH:11][CH:10]=1)=[O:8])=O.[Na].C(OC(=O)C1C=CC=CC=1)(=O)C.NC(N)=O. (6) Given the product [CH3:39][O:38][CH:35]1[CH2:36][CH2:37][CH:32]([C:30](=[O:31])[CH2:29][N:23]2[CH2:22][CH2:21][CH:20]([N:16]3[C:15]4[CH:26]=[CH:27][C:12]([S:9]([CH3:8])(=[O:10])=[O:11])=[CH:13][C:14]=4[NH:18][C:17]3=[O:19])[CH2:25][CH2:24]2)[CH2:33][CH2:34]1, predict the reactants needed to synthesize it. The reactants are: FC(F)(F)C(O)=O.[CH3:8][S:9]([C:12]1[CH:27]=[CH:26][C:15]2[N:16]([CH:20]3[CH2:25][CH2:24][NH:23][CH2:22][CH2:21]3)[C:17](=[O:19])[NH:18][C:14]=2[CH:13]=1)(=[O:11])=[O:10].Cl[CH2:29][C:30]([CH:32]1[CH2:37][CH2:36][CH:35]([O:38][CH3:39])[CH2:34][CH2:33]1)=[O:31]. (7) Given the product [CH3:17][N:18]([CH3:19])[C:2]1[C:3]2[N:4]([N:9]=[C:10]([C:12]([O:14][CH2:15][CH3:16])=[O:13])[CH:11]=2)[CH:5]=[C:6]([CH3:8])[N:7]=1, predict the reactants needed to synthesize it. The reactants are: Cl[C:2]1[C:3]2[N:4]([N:9]=[C:10]([C:12]([O:14][CH2:15][CH3:16])=[O:13])[CH:11]=2)[CH:5]=[C:6]([CH3:8])[N:7]=1.[CH3:17][NH:18][CH3:19].CCN(CC)CC. (8) Given the product [CH3:1][C@@H:2]1[N:7]([C:8]2[N:9]=[C:10]([C:24]3[CH:29]=[CH:28][C:27]([NH:30][C:31]([NH:46][C:43]4[CH:44]=[CH:45][N:40]=[CH:41][CH:42]=4)=[O:32])=[CH:26][CH:25]=3)[C:11]3[CH2:16][NH:15][CH2:14][C:12]=3[N:13]=2)[CH2:6][CH2:5][O:4][CH2:3]1, predict the reactants needed to synthesize it. The reactants are: [CH3:1][C@@H:2]1[N:7]([C:8]2[N:9]=[C:10]([C:24]3[CH:29]=[CH:28][C:27]([NH:30][C:31](OC4C=CC=CC=4)=[O:32])=[CH:26][CH:25]=3)[C:11]3[CH2:16][N:15](C(OC(C)(C)C)=O)[CH2:14][C:12]=3[N:13]=2)[CH2:6][CH2:5][O:4][CH2:3]1.[N:40]1[CH:45]=[CH:44][C:43]([NH2:46])=[CH:42][CH:41]=1.CCN(CC)CC. (9) The reactants are: [C:1]([OH:12])(=O)/[CH:2]=[CH:3]/[CH2:4][CH2:5][CH2:6][CH2:7][CH2:8][CH2:9][CH3:10].[NH2:13][C:14]1[CH:19]=[CH:18][CH:17]=[CH:16][CH:15]=1. Given the product [C:14]1([NH:13][C:1](=[O:12])/[CH:2]=[CH:3]/[CH2:4][CH2:5][CH2:6][CH2:7][CH2:8][CH2:9][CH3:10])[CH:19]=[CH:18][CH:17]=[CH:16][CH:15]=1, predict the reactants needed to synthesize it. (10) Given the product [S:9]1[C:4]2[CH:3]=[CH:2][CH:1]=[CH:6][C:5]=2[C:7]([N:10]2[CH2:11][CH2:12][N:13]([CH2:16][CH2:17][C:18]3[CH:19]=[C:20]4[C:21](=[CH:22][C:23]=3[Cl:24])[NH:25][C:26](=[O:27])[C:28]4=[C:37]([CH3:39])[CH3:36])[CH2:14][CH2:15]2)=[N:8]1, predict the reactants needed to synthesize it. The reactants are: [CH:1]1[CH:2]=[CH:3][C:4]2[S:9][N:8]=[C:7]([N:10]3[CH2:15][CH2:14][N:13]([CH2:16][CH2:17][C:18]4[CH:19]=[C:20]5[CH2:28][C:26](=[O:27])[NH:25][C:21]5=[CH:22][C:23]=4[Cl:24])[CH2:12][CH2:11]3)[C:5]=2[CH:6]=1.Cl.C(=O)([O-])[O-].[K+].[K+].[CH3:36][C:37]([CH3:39])=O.O.